Dataset: Full USPTO retrosynthesis dataset with 1.9M reactions from patents (1976-2016). Task: Predict the reactants needed to synthesize the given product. (1) Given the product [OH2:2].[OH2:11].[OH2:37].[S:36]([O:34][C@@H:18]([C:15]1[CH:16]=[CH:17][C:12]([OH:11])=[CH:13][CH:14]=1)[C@@H:19]([N:21]1[CH2:22][CH2:23][C:24]([OH:33])([C:27]2[CH:28]=[CH:29][CH:30]=[CH:31][CH:32]=2)[CH2:25][CH2:26]1)[CH3:20])(=[O:38])(=[O:37])[CH3:35], predict the reactants needed to synthesize it. The reactants are: C([C@H]([C@@H](C([O-])=O)O)O)([O-])=[O:2].[OH:11][C:12]1[CH:17]=[CH:16][C:15]([C@H:18]([OH:34])[C@@H:19]([N:21]2[CH2:26][CH2:25][C:24]([OH:33])([C:27]3[CH:32]=[CH:31][CH:30]=[CH:29][CH:28]=3)[CH2:23][CH2:22]2)[CH3:20])=[CH:14][CH:13]=1.[CH3:35][S:36](O)(=[O:38])=[O:37]. (2) Given the product [CH3:15][C:16]1[C:24]2[C:19](=[CH:20][CH:21]=[CH:22][CH:23]=2)[NH:18][C:17]=1[C:25]([NH:1][C@@H:2]1[CH2:7][CH2:6][CH2:5][NH:4][CH2:3]1)=[O:26], predict the reactants needed to synthesize it. The reactants are: [NH2:1][C@@H:2]1[CH2:7][CH2:6][CH2:5][N:4](C(OC(C)(C)C)=O)[CH2:3]1.[CH3:15][C:16]1[C:24]2[C:19](=[CH:20][CH:21]=[CH:22][CH:23]=2)[NH:18][C:17]=1[C:25](O)=[O:26].N. (3) Given the product [NH2:16][C:17]1[N:26]=[C:25]([C:27]([N:10]2[CH2:15][CH2:14][CH:12]([OH:13])[CH2:11]2)=[O:29])[C:24]2[C:19](=[CH:20][CH:21]=[CH:22][CH:23]=2)[N:18]=1, predict the reactants needed to synthesize it. The reactants are: ClC(OCC(C)C)=O.C[N:10]1[CH2:15][CH2:14][O:13][CH2:12][CH2:11]1.[NH2:16][C:17]1[N:26]=[C:25]([C:27]([OH:29])=O)[C:24]2[C:19](=[CH:20][CH:21]=[CH:22][CH:23]=2)[N:18]=1.OC1CCNC1. (4) Given the product [CH3:3][C:4]([CH3:32])([CH3:31])[CH2:5][C:6]1[N:7]=[C:8]([C:17]([OH:30])([CH3:1])[CH2:18][C:19]2[CH:24]=[CH:23][C:22]([N:25]3[CH:29]=[CH:28][CH:27]=[N:26]3)=[CH:21][CH:20]=2)[N:9]([S:11]([N:14]([CH3:16])[CH3:15])(=[O:12])=[O:13])[CH:10]=1, predict the reactants needed to synthesize it. The reactants are: [CH3:1][Li].[CH3:3][C:4]([CH3:32])([CH3:31])[CH2:5][C:6]1[N:7]=[C:8]([C:17](=[O:30])[CH2:18][C:19]2[CH:24]=[CH:23][C:22]([N:25]3[CH:29]=[CH:28][CH:27]=[N:26]3)=[CH:21][CH:20]=2)[N:9]([S:11]([N:14]([CH3:16])[CH3:15])(=[O:13])=[O:12])[CH:10]=1. (5) Given the product [I:14][C:5]1[C:6]2[N:7]=[C:8]([S:12][CH3:13])[N:9]=[CH:10][C:11]=2[C:2]([NH2:15])=[N:3][CH:4]=1, predict the reactants needed to synthesize it. The reactants are: Cl[C:2]1[C:11]2[CH:10]=[N:9][C:8]([S:12][CH3:13])=[N:7][C:6]=2[C:5]([I:14])=[CH:4][N:3]=1.[NH3:15]. (6) Given the product [Br:15][C:5]1[CH:6]=[C:7]([C:8]([F:11])([F:10])[F:9])[C:2]([CH3:1])=[C:3]([N+:12]([O-:14])=[O:13])[CH:4]=1, predict the reactants needed to synthesize it. The reactants are: [CH3:1][C:2]1[C:7]([C:8]([F:11])([F:10])[F:9])=[CH:6][CH:5]=[CH:4][C:3]=1[N+:12]([O-:14])=[O:13].[Br:15]N1C(C)(C)C(=O)N(Br)C1=O. (7) The reactants are: [Cl:1][C:2]1[CH:3]=[C:4]([CH:8]=[CH:9][N:10]=1)[C:5](O)=[O:6].N.CC[N:14]=C=NCCCN(C)C.Cl.C1C=CC2N(O)N=NC=2C=1.O. Given the product [Cl:1][C:2]1[CH:3]=[C:4]([CH:8]=[CH:9][N:10]=1)[C:5]([NH2:14])=[O:6], predict the reactants needed to synthesize it.